Dataset: Retrosynthesis with 50K atom-mapped reactions and 10 reaction types from USPTO. Task: Predict the reactants needed to synthesize the given product. (1) Given the product Brc1cc2c(cn1)OCCN2, predict the reactants needed to synthesize it. The reactants are: O=C1COc2cnc(Br)cc2N1. (2) Given the product Cc1oc(-c2ccc(C(=O)NCc3cccnc3)cc2)nc1CS(=O)(=O)c1ccc(Br)cc1, predict the reactants needed to synthesize it. The reactants are: Cc1oc(-c2ccc(C(=O)O)cc2)nc1CS(=O)(=O)c1ccc(Br)cc1.NCc1cccnc1.